From a dataset of Reaction yield outcomes from USPTO patents with 853,638 reactions. Predict the reaction yield, written as a fraction of the theoretical maximum amount of product (1.0 means a 100% yield; for example, 0.34 means a 34% yield). (1) The reactants are Br[C:2]1[CH:8]=[C:7]([N+:9]([O-:11])=[O:10])[C:5]([NH2:6])=[C:4]([CH:12]2[CH2:16][CH2:15][CH2:14][O:13]2)[C:3]=1[F:17].C([O-])(O)=O.[Na+].CC1(C)C(C)(C)OB([C:31]2[CH:32]=[N:33][C:34]([C:37]([OH:40])([CH3:39])[CH3:38])=[N:35][CH:36]=2)O1. The catalyst is O1CCOCC1.CCOC(C)=O.C(Cl)Cl.ClCCl.Cl[Pd]Cl.C1(P(C2C=CC=CC=2)[C-]2C=CC=C2)C=CC=CC=1.[C-]1(P(C2C=CC=CC=2)C2C=CC=CC=2)C=CC=C1.[Fe+2]. The product is [NH2:6][C:5]1[C:7]([N+:9]([O-:11])=[O:10])=[CH:8][C:2]([C:31]2[CH:32]=[N:33][C:34]([C:37]([OH:40])([CH3:39])[CH3:38])=[N:35][CH:36]=2)=[C:3]([F:17])[C:4]=1[CH:12]1[CH2:16][CH2:15][CH2:14][O:13]1. The yield is 0.558. (2) The product is [Br:68][C:66]1[CH:65]=[CH:64][C:63]([O:69][CH3:70])=[C:62]([NH:61][CH:58]2[CH2:57][CH2:56][N:55]([C:25](=[O:27])[CH2:24][NH:23][C:21]([C:18]3[CH:17]=[C:16]([C:10]4[CH:11]=[CH:12][CH:13]=[CH:14][CH:15]=4)[NH:20][N:19]=3)=[O:22])[CH2:60][CH2:59]2)[CH:67]=1. The catalyst is CN(C=O)C.O. The yield is 0.350. The reactants are CCN(C(C)C)C(C)C.[C:10]1([C:16]2[NH:20][N:19]=[C:18]([C:21]([NH:23][CH2:24][C:25]([OH:27])=O)=[O:22])[CH:17]=2)[CH:15]=[CH:14][CH:13]=[CH:12][CH:11]=1.C1C=CC2N(O)N=NC=2C=1.CCN=C=NCCCN(C)C.Cl.Cl.NCC([N:55]1[CH2:60][CH2:59][CH:58]([NH:61][C:62]2[CH:67]=[C:66]([Br:68])[CH:65]=[CH:64][C:63]=2[O:69][CH3:70])[CH2:57][CH2:56]1)=O.